From a dataset of Catalyst prediction with 721,799 reactions and 888 catalyst types from USPTO. Predict which catalyst facilitates the given reaction. (1) Reactant: [N+:1]([C:4]1[CH:25]=[CH:24][C:7]([CH2:8][O:9][C:10]([C:12]2[N:13]=[C:14]([N:17]3[CH2:22][CH2:21][CH:20]([OH:23])[CH2:19][CH2:18]3)[S:15][CH:16]=2)=[O:11])=[CH:6][CH:5]=1)([O-:3])=[O:2].[CH3:26][S:27](Cl)(=[O:29])=[O:28].C(N(CC)CC)C. Product: [CH3:26][S:27]([O:23][CH:20]1[CH2:21][CH2:22][N:17]([C:14]2[S:15][CH:16]=[C:12]([C:10]([O:9][CH2:8][C:7]3[CH:24]=[CH:25][C:4]([N+:1]([O-:3])=[O:2])=[CH:5][CH:6]=3)=[O:11])[N:13]=2)[CH2:18][CH2:19]1)(=[O:29])=[O:28]. The catalyst class is: 2. (2) Reactant: [OH:1][CH:2]1[CH2:6][CH2:5][NH:4][CH2:3]1.C[Si]([N:11]=[C:12]=[O:13])(C)C. Product: [OH:1][CH:2]1[CH2:6][CH2:5][N:4]([C:12]([NH2:11])=[O:13])[CH2:3]1. The catalyst class is: 32. (3) Reactant: C[O:2][C:3]1[C:12]2[C:7](=[CH:8][CH:9]=[CH:10][CH:11]=2)[C:6]([O:13]C)=[C:5]([CH3:15])[C:4]=1/[CH:16]=[C:17](\[CH3:21])/[C:18]([OH:20])=[O:19].C1(=O)C2C(=CC=CC=2)C(=O)C=C1/C=C(\C)/C(O)=O. Product: [CH3:15][C:5]1[C:6](=[O:13])[C:7]2[C:12](=[CH:11][CH:10]=[CH:9][CH:8]=2)[C:3](=[O:2])[C:4]=1/[CH:16]=[C:17](\[CH3:21])/[C:18]([OH:20])=[O:19]. The catalyst class is: 21. (4) The catalyst class is: 93. Reactant: [Cl:1][C:2]1[CH:10]=[CH:9][N:8]=[C:7]2[C:3]=1[CH:4]=[CH:5][NH:6]2.[C:11]1([CH3:21])[CH:16]=[CH:15][C:14]([S:17](Cl)(=[O:19])=[O:18])=[CH:13][CH:12]=1.S([O-])([O-])(=O)=O.C([N+](CCCC)(CCCC)CCCC)CCC.C([N+](CCCC)(CCCC)CCCC)CCC.[OH-].[Na+]. Product: [Cl:1][C:2]1[CH:10]=[CH:9][N:8]=[C:7]2[N:6]([S:17]([C:14]3[CH:15]=[CH:16][C:11]([CH3:21])=[CH:12][CH:13]=3)(=[O:19])=[O:18])[CH:5]=[CH:4][C:3]=12.